This data is from Ames mutagenicity test results for genotoxicity prediction. The task is: Regression/Classification. Given a drug SMILES string, predict its toxicity properties. Task type varies by dataset: regression for continuous values (e.g., LD50, hERG inhibition percentage) or binary classification for toxic/non-toxic outcomes (e.g., AMES mutagenicity, cardiotoxicity, hepatotoxicity). Dataset: ames. (1) The compound is Cc1ccc(/C(C#N)=C/C=C/c2ccccc2[N+](=O)[O-])cc1. The result is 1 (mutagenic). (2) The compound is CC[C@@H]1OC(=O)[C@H](C)[C@@H](O[C@H]2C[C@@](C)(OC)[C@@H](O)[C@@H](C)O2)[C@H](C)[C@@H](O[C@@H]2O[C@H](C)C[C@H](N(C)C)[C@H]2O)[C@](C)(O)C[C@@H](C)C(=O)[C@H](C)[C@@H](O)[C@]1(C)O. The result is 0 (non-mutagenic). (3) The compound is O=C(O)C(=O)Nc1cccc(-c2nn[nH]n2)c1. The result is 0 (non-mutagenic). (4) The compound is CCc1cc2ccccc2c2ccc3c(c12)C1OC1C(O)C3O. The result is 1 (mutagenic). (5) The compound is CC(=O)Nc1ccc([C@H]2O[C@H]2C(=O)c2ccccc2)cc1. The result is 1 (mutagenic). (6) The molecule is CC1CCC(C(C)C)CC1. The result is 0 (non-mutagenic). (7) The compound is Nc1c(S(=O)(=O)O)cc(Nc2cccc(S(=O)(=O)CCOS(=O)(=O)O)c2)c2c1C(=O)c1ccccc1C2=O. The result is 1 (mutagenic).